This data is from Human intestinal absorption (HIA) binary classification data from Hou et al.. The task is: Regression/Classification. Given a drug SMILES string, predict its absorption, distribution, metabolism, or excretion properties. Task type varies by dataset: regression for continuous measurements (e.g., permeability, clearance, half-life) or binary classification for categorical outcomes (e.g., BBB penetration, CYP inhibition). Dataset: hia_hou. (1) The compound is CN(C/C=C/C#CC(C)(C)C)Cc1cccc2ccccc12. The result is 1 (good absorption). (2) The molecule is CCc1[nH]c(=O)[nH]c1C(=O)c1ccncc1. The result is 1 (good absorption). (3) The molecule is COc1cc2c(cc1OC)[C@@H]1CC(=O)[C@H](CC(C)C)CN1CC2. The result is 1 (good absorption). (4) The compound is OC(O)C(Cl)(Cl)Cl. The result is 1 (good absorption).